This data is from Forward reaction prediction with 1.9M reactions from USPTO patents (1976-2016). The task is: Predict the product of the given reaction. (1) Given the reactants Cl[C:2]1[N:3]=[N+:4]([O-:22])[C:5]2[CH:11]=[C:10]([O:12][CH2:13][CH2:14][NH:15][C:16](=[O:21])[C:17]([F:20])([F:19])[F:18])[CH:9]=[CH:8][C:6]=2[N:7]=1.[Sn](CC)(CC)(CC)[CH2:24][CH3:25], predict the reaction product. The product is: [CH2:24]([C:2]1[N:3]=[N+:4]([O-:22])[C:5]2[CH:11]=[C:10]([O:12][CH2:13][CH2:14][NH:15][C:16](=[O:21])[C:17]([F:20])([F:19])[F:18])[CH:9]=[CH:8][C:6]=2[N:7]=1)[CH3:25]. (2) Given the reactants [O:1]1CCO[CH:2]1[C:6]1[CH:7]=[C:8]([NH:12][C:13](=[O:15])[CH3:14])[CH:9]=[CH:10][CH:11]=1.C1(C)C=CC(S([O-])(=O)=O)=CC=1.[NH+]1C=CC=CC=1, predict the reaction product. The product is: [CH:2]([C:6]1[CH:7]=[C:8]([NH:12][C:13](=[O:15])[CH3:14])[CH:9]=[CH:10][CH:11]=1)=[O:1]. (3) Given the reactants [F:1][C:2]([F:18])([CH:7]([O:12]C(=O)C(C)=C)[CH2:8][CH:9]([CH3:11])[CH3:10])[C:3]([O:5][CH3:6])=[O:4].[CH2:19](O)C.C1C=CC=CC=1, predict the reaction product. The product is: [F:1][C:2]([F:18])([CH:7]([OH:12])[CH2:8][CH:9]([CH3:11])[CH3:10])[C:3]([O:5][CH2:6][CH3:19])=[O:4]. (4) Given the reactants N(C(OC(C)C)=O)=NC(OC(C)C)=O.[Si:15]([O:22][C@H:23]([CH2:27][CH2:28][CH2:29][CH2:30][CH2:31][CH3:32])[C@H:24](O)[CH3:25])([C:18]([CH3:21])([CH3:20])[CH3:19])([CH3:17])[CH3:16].[Cl:33][C:34]1[N:42]=[CH:41][N:40]=[C:39]2[C:35]=1[N:36]=[CH:37][NH:38]2.C1(P(C2C=CC=CC=2)C2C=CC=CC=2)C=CC=CC=1, predict the reaction product. The product is: [Si:15]([O:22][C@H:23]([CH2:27][CH2:28][CH2:29][CH2:30][CH2:31][CH3:32])[C@@H:24]([N:38]1[CH:37]=[N:36][C:35]2[C:39]1=[N:40][CH:41]=[N:42][C:34]=2[Cl:33])[CH3:25])([C:18]([CH3:21])([CH3:20])[CH3:19])([CH3:17])[CH3:16]. (5) Given the reactants Br[C:2]1[CH:7]=[CH:6][C:5]([O:8][CH2:9][CH:10]([CH3:12])[CH3:11])=[C:4]([N+:13]([O-:15])=[O:14])[CH:3]=1.C([O-])(=O)C.[K+].Br[C:22]1[S:26][C:25]([C:27]#[N:28])=[CH:24][CH:23]=1.C(=O)([O-])[O-].[Na+].[Na+], predict the reaction product. The product is: [CH2:9]([O:8][C:5]1[CH:6]=[CH:7][C:2]([C:22]2[S:26][C:25]([C:27]#[N:28])=[CH:24][CH:23]=2)=[CH:3][C:4]=1[N+:13]([O-:15])=[O:14])[CH:10]([CH3:12])[CH3:11]. (6) Given the reactants [NH:1]1[CH2:6][CH2:5][CH:4]([C:7]([O:9][CH3:10])=[O:8])[CH2:3][CH2:2]1.Br[C:12]1[CH:13]=[CH:14][C:15]([F:19])=[C:16]([CH3:18])[CH:17]=1, predict the reaction product. The product is: [F:19][C:15]1[CH:14]=[CH:13][C:12]([N:1]2[CH2:6][CH2:5][CH:4]([C:7]([O:9][CH3:10])=[O:8])[CH2:3][CH2:2]2)=[CH:17][C:16]=1[CH3:18]. (7) Given the reactants [Cl:1][C:2]1[CH:3]=[C:4]([CH:22]=[CH:23][CH:24]=1)[CH2:5][NH:6][C:7]1[CH:12]=[CH:11][C:10]([N+:13]([O-:15])=[O:14])=[C:9]([N:16]2[CH2:21][CH2:20][NH:19][CH2:18][CH2:17]2)[CH:8]=1.Cl, predict the reaction product. The product is: [ClH:1].[Cl:1][C:2]1[CH:3]=[C:4]([CH:22]=[CH:23][CH:24]=1)[CH2:5][NH:6][C:7]1[CH:12]=[CH:11][C:10]([N+:13]([O-:15])=[O:14])=[C:9]([N:16]2[CH2:21][CH2:20][NH:19][CH2:18][CH2:17]2)[CH:8]=1.